From a dataset of Catalyst prediction with 721,799 reactions and 888 catalyst types from USPTO. Predict which catalyst facilitates the given reaction. (1) Reactant: [Br:1][C:2]1[CH:15]=[CH:14][C:5]([O:6][CH2:7][C@@H:8]([OH:13])[CH2:9][C:10]([OH:12])=O)=[CH:4][CH:3]=1.CCN=C=NCCC[N+](C)(C)C.[I-].ON1C2C=CC=CC=2N=N1.CN1CCOCC1.Cl.[CH2:47]([O:54][NH2:55])[C:48]1[CH:53]=[CH:52][CH:51]=[CH:50][CH:49]=1.Cl. Product: [CH2:47]([O:54][NH:55][C:10](=[O:12])[CH2:9][C@H:8]([OH:13])[CH2:7][O:6][C:5]1[CH:4]=[CH:3][C:2]([Br:1])=[CH:15][CH:14]=1)[C:48]1[CH:53]=[CH:52][CH:51]=[CH:50][CH:49]=1. The catalyst class is: 3. (2) Reactant: [Cl:1][C:2]1[N:10]=[C:9]([Cl:11])[CH:8]=[CH:7][C:3]=1[C:4](Cl)=[O:5].[NH2:12][C:13]1[CH:18]=[CH:17][C:16]([C:19]2[CH:20]([CH3:26])[CH2:21][C:22](=[O:25])[NH:23][N:24]=2)=[CH:15][C:14]=1[OH:27].C(=O)([O-])[O-].[K+].[K+].O. Product: [Cl:1][C:2]1[N:10]=[C:9]([Cl:11])[CH:8]=[CH:7][C:3]=1[C:4]([NH:12][C:13]1[CH:18]=[CH:17][C:16]([C:19]2[CH:20]([CH3:26])[CH2:21][C:22](=[O:25])[NH:23][N:24]=2)=[CH:15][C:14]=1[OH:27])=[O:5]. The catalyst class is: 3. (3) Reactant: [Br:1][C:2]1[CH:3]=[C:4]([CH:22]=[C:23]([F:25])[CH:24]=1)[CH2:5][NH:6][C:7]([C@@H:9]1[CH2:13][C:12](=[O:14])[CH2:11][N:10]1[C:15]([O:17][C:18]([CH3:21])([CH3:20])[CH3:19])=[O:16])=[O:8].[CH3:26][Mg]Br.C(OCC)C. Product: [Br:1][C:2]1[CH:3]=[C:4]([CH:22]=[C:23]([F:25])[CH:24]=1)[CH2:5][NH:6][C:7]([C@@H:9]1[CH2:13][C@:12]([OH:14])([CH3:26])[CH2:11][N:10]1[C:15]([O:17][C:18]([CH3:21])([CH3:19])[CH3:20])=[O:16])=[O:8]. The catalyst class is: 7. (4) The catalyst class is: 18. Product: [F:28][C:29]1[CH:30]=[CH:31][C:32]([CH2:35][NH:36][C:37](=[O:38])[NH:1][C:2]2[CH:7]=[CH:6][C:5]([C@@H:8]3[O:13][CH2:12][CH2:11][N:10]([C:14]([O:16][C:17]([CH3:20])([CH3:19])[CH3:18])=[O:15])[CH2:9]3)=[CH:4][CH:3]=2)=[CH:33][CH:34]=1. Reactant: [NH2:1][C:2]1[CH:7]=[CH:6][C:5]([C@@H:8]2[O:13][CH2:12][CH2:11][N:10]([C:14]([O:16][C:17]([CH3:20])([CH3:19])[CH3:18])=[O:15])[CH2:9]2)=[CH:4][CH:3]=1.C(N(CC)CC)C.[F:28][C:29]1[CH:34]=[CH:33][C:32]([CH2:35][N:36]=[C:37]=[O:38])=[CH:31][CH:30]=1.